The task is: Predict the reactants needed to synthesize the given product.. This data is from Full USPTO retrosynthesis dataset with 1.9M reactions from patents (1976-2016). (1) Given the product [C:1]([O:4][CH2:5][CH2:6][O:7][C:8]1[CH:13]=[CH:12][C:11]([C:14]([N:16]2[C:22]3[CH:23]=[CH:24][CH:25]=[CH:26][C:21]=3[CH2:20][N:19]([CH2:27][C:28]3[N:29]=[C:30]([CH3:31])[O:32][N:33]=3)[C:18](=[O:38])[CH2:17]2)=[O:15])=[C:10]([Cl:39])[CH:9]=1)(=[O:3])[CH3:2], predict the reactants needed to synthesize it. The reactants are: [C:1]([O:4][CH2:5][CH2:6][O:7][C:8]1[CH:13]=[CH:12][C:11]([C:14]([N:16]2[C:22]3[CH:23]=[CH:24][CH:25]=[CH:26][C:21]=3[CH2:20][N:19]([CH2:27][C:28](=[N:33]OC(=O)C)[NH:29][C:30](=[O:32])[CH3:31])[C:18](=[O:38])[CH2:17]2)=[O:15])=[C:10]([Cl:39])[CH:9]=1)(=[O:3])[CH3:2]. (2) Given the product [OH:1][C:2]([C:31]1[S:32][CH:33]=[CH:34][CH:35]=1)([C:36]1[S:37][CH:38]=[CH:39][CH:40]=1)[C:3]([O:5][C@H:6]1[CH2:7][CH2:8][C@H:9]([N:12]([CH2:14][CH2:15][C:16]([NH:18][C:19]2[CH:24]=[C:23]([O:25][CH3:26])[C:22]([CH2:27][CH2:28][NH:55][CH2:54][C@H:53]([O:52][Si:45]([C:48]([CH3:51])([CH3:50])[CH3:49])([CH3:46])[CH3:47])[C:56]3[CH:65]=[CH:64][C:63]([OH:66])=[C:62]4[C:57]=3[CH:58]=[CH:59][C:60](=[O:67])[NH:61]4)=[CH:21][C:20]=2[Cl:30])=[O:17])[CH3:13])[CH2:10][CH2:11]1)=[O:4], predict the reactants needed to synthesize it. The reactants are: [OH:1][C:2]([C:36]1[S:37][CH:38]=[CH:39][CH:40]=1)([C:31]1[S:32][CH:33]=[CH:34][CH:35]=1)[C:3]([O:5][C@H:6]1[CH2:11][CH2:10][C@H:9]([N:12]([CH2:14][CH2:15][C:16]([NH:18][C:19]2[CH:24]=[C:23]([O:25][CH3:26])[C:22]([CH2:27][CH:28]=O)=[CH:21][C:20]=2[Cl:30])=[O:17])[CH3:13])[CH2:8][CH2:7]1)=[O:4].C([O-])(=O)C.[Si:45]([O:52][C@H:53]([C:56]1[CH:65]=[CH:64][C:63]([OH:66])=[C:62]2[C:57]=1[CH:58]=[CH:59][C:60](=[O:67])[NH:61]2)[CH2:54][NH3+:55])([C:48]([CH3:51])([CH3:50])[CH3:49])([CH3:47])[CH3:46].C(NCCNC(C)C)(C)C.C(O[BH-](OC(=O)C)OC(=O)C)(=O)C.[Na+].C(=O)(O)[O-]. (3) Given the product [F:9][C:8]([F:10])([F:11])[C:4]1[C:3]2[N:12]([CH2:13][CH2:14][OH:15])[CH:16]=[N:1][C:2]=2[CH:7]=[CH:6][CH:5]=1, predict the reactants needed to synthesize it. The reactants are: [NH2:1][C:2]1[CH:7]=[CH:6][CH:5]=[C:4]([C:8]([F:11])([F:10])[F:9])[C:3]=1[NH:12][CH2:13][CH2:14][OH:15].[CH:16](O)=O. (4) Given the product [CH2:3]([O:6][C:8]1[C:17]2[C:12](=[CH:13][C:14]([O:18][CH3:19])=[CH:15][CH:16]=2)[C:11]([C:20]2[CH:25]=[CH:24][CH:23]=[CH:22][CH:21]=2)=[C:10]([C:26]#[N:27])[N:9]=1)[CH:4]=[CH2:5], predict the reactants needed to synthesize it. The reactants are: [H-].[Na+].[CH2:3]([OH:6])[CH:4]=[CH2:5].Cl[C:8]1[C:17]2[C:12](=[CH:13][C:14]([O:18][CH3:19])=[CH:15][CH:16]=2)[C:11]([C:20]2[CH:25]=[CH:24][CH:23]=[CH:22][CH:21]=2)=[C:10]([C:26]#[N:27])[N:9]=1. (5) Given the product [CH3:25][C:22]1[S:21][C:4]2[C:5]3[C:19]([CH3:20])=[N:18][O:17][C:6]=3[C@H:7]([CH2:9][C:10]([O:12][C:13]([CH3:16])([CH3:15])[CH3:14])=[O:11])[N:8]=[C:2]([O:32][C:26]3[CH:31]=[CH:30][CH:29]=[CH:28][CH:27]=3)[C:3]=2[C:23]=1[CH3:24], predict the reactants needed to synthesize it. The reactants are: Cl[C:2]1[C:3]2[C:23]([CH3:24])=[C:22]([CH3:25])[S:21][C:4]=2[C:5]2[C:19]([CH3:20])=[N:18][O:17][C:6]=2[C@H:7]([CH2:9][C:10]([O:12][C:13]([CH3:16])([CH3:15])[CH3:14])=[O:11])[N:8]=1.[C:26]1([OH:32])[CH:31]=[CH:30][CH:29]=[CH:28][CH:27]=1. (6) Given the product [CH2:3]([O:10][C:11]1[C:12]([C@:20]2([CH2:41][O:42][CH2:43][C:44]3[CH:49]=[CH:48][CH:47]=[CH:46][CH:45]=3)[C:28]3[C:23](=[CH:24][CH:25]=[CH:26][CH:27]=3)[N:22]([CH2:29][C:30]3[O:31][C:32]([C:35]([F:38])([F:37])[F:36])=[CH:33][CH:34]=3)[C:21]2=[O:39])=[CH:13][C:14]2[O:18][CH2:17][O:16][C:15]=2[CH:19]=1)[C:4]1[CH:9]=[CH:8][CH:7]=[CH:6][CH:5]=1, predict the reactants needed to synthesize it. The reactants are: [OH-].[K+].[CH2:3]([O:10][C:11]1[C:12]([CH:20]2[C:28]3[C:23](=[CH:24][CH:25]=[CH:26][CH:27]=3)[N:22]([CH2:29][C:30]3[O:31][C:32]([C:35]([F:38])([F:37])[F:36])=[CH:33][CH:34]=3)[C:21]2=[O:39])=[CH:13][C:14]2[O:18][CH2:17][O:16][C:15]=2[CH:19]=1)[C:4]1[CH:9]=[CH:8][CH:7]=[CH:6][CH:5]=1.Cl[CH2:41][O:42][CH2:43][C:44]1[CH:49]=[CH:48][CH:47]=[CH:46][CH:45]=1. (7) Given the product [NH2:7][C:4]1[CH:5]=[CH:6][C:1]([NH:8][C:13]2[C:11](=[O:12])[C:10]([CH3:9])=[C:16]([OH:17])[C:15](=[N:18][C:1]3[CH:6]=[CH:5][C:4]([NH2:7])=[CH:3][CH:2]=3)[CH:14]=2)=[CH:2][CH:3]=1, predict the reactants needed to synthesize it. The reactants are: [C:1]1([NH2:8])[CH:6]=[CH:5][C:4]([NH2:7])=[CH:3][CH:2]=1.[CH3:9][C:10]1[C:16]([OH:17])=[CH:15][CH:14]=[CH:13][C:11]=1[OH:12].[NH3:18]. (8) Given the product [Cl:23][C:20]1[CH:21]=[CH:22][C:17]([C:15]2[O:9][C:2]([C:3]3[CH:4]=[N:5][CH:6]=[CH:7][CH:8]=3)=[N:11][CH:14]=2)=[CH:18][CH:19]=1, predict the reactants needed to synthesize it. The reactants are: Cl.[C:2](Cl)(=[O:9])[C:3]1[CH:8]=[CH:7][CH:6]=[N:5][CH:4]=1.[N:11]([CH2:14][C:15]([C:17]1[CH:22]=[CH:21][C:20]([Cl:23])=[CH:19][CH:18]=1)=O)=[N+]=[N-].C1(P(C2C=CC=CC=2)C2C=CC=CC=2)C=CC=CC=1. (9) Given the product [CH3:1][N:2]1[C:10]2[C:5](=[CH:6][C:7]([C:11]([F:12])([F:13])[F:14])=[CH:8][CH:9]=2)[C:4]([CH3:15])=[C:3]1[C:16]([NH:38][CH2:37][C:33]1[CH:32]=[C:31]([CH:36]=[CH:35][CH:34]=1)[O:30][C:27]1[CH:28]=[CH:29][C:24]([CH2:23][CH2:22][C:21]([OH:40])=[O:20])=[C:25]([CH3:39])[CH:26]=1)=[O:18], predict the reactants needed to synthesize it. The reactants are: [CH3:1][N:2]1[C:10]2[C:5](=[CH:6][C:7]([C:11]([F:14])([F:13])[F:12])=[CH:8][CH:9]=2)[C:4]([CH3:15])=[C:3]1[C:16]([OH:18])=O.C[O:20][C:21](=[O:40])[CH2:22][CH2:23][C:24]1[CH:29]=[CH:28][C:27]([O:30][C:31]2[CH:36]=[CH:35][CH:34]=[C:33]([CH2:37][NH2:38])[CH:32]=2)=[CH:26][C:25]=1[CH3:39].